This data is from Full USPTO retrosynthesis dataset with 1.9M reactions from patents (1976-2016). The task is: Predict the reactants needed to synthesize the given product. (1) The reactants are: CS(O[CH2:6][C:7]1([CH3:18])[O:11][C:10]2=[N:12][C:13]([N+:15]([O-:17])=[O:16])=[CH:14][N:9]2[CH2:8]1)(=O)=O.[Br:19][C:20]1[CH:25]=[CH:24][C:23]([C:26]2[O:30][C:29](=[O:31])[NH:28][N:27]=2)=[CH:22][CH:21]=1.C(=O)([O-])[O-].[K+].[K+].[I-].[Na+]. Given the product [Br:19][C:20]1[CH:21]=[CH:22][C:23]([C:26]2[O:30][C:29](=[O:31])[N:28]([CH2:6][C:7]3([CH3:18])[O:11][C:10]4=[N:12][C:13]([N+:15]([O-:17])=[O:16])=[CH:14][N:9]4[CH2:8]3)[N:27]=2)=[CH:24][CH:25]=1, predict the reactants needed to synthesize it. (2) Given the product [ClH:1].[C:15]1([N:25]2[CH2:30][CH2:29][N:28]([CH2:2][CH2:3][C:4]3[CH:5]=[C:6]4[C:10](=[CH:11][CH:12]=3)[NH:9][C:8](=[O:13])[CH2:7]4)[CH2:27][CH2:26]2)[C:24]2[C:19](=[CH:20][CH:21]=[CH:22][CH:23]=2)[CH:18]=[CH:17][CH:16]=1, predict the reactants needed to synthesize it. The reactants are: [Cl:1][CH2:2][CH2:3][C:4]1[CH:5]=[C:6]2[C:10](=[CH:11][CH:12]=1)[NH:9][C:8](=[O:13])[CH2:7]2.Cl.[C:15]1([N:25]2[CH2:30][CH2:29][NH:28][CH2:27][CH2:26]2)[C:24]2[C:19](=[CH:20][CH:21]=[CH:22][CH:23]=2)[CH:18]=[CH:17][CH:16]=1.C(=O)([O-])[O-].[Na+].[Na+].[I-].[Na+].Cl. (3) Given the product [F:27][C:28]([F:47])([F:46])[C:50]([O:13][C:14]1[CH2:19][CH2:18][N:17]([C:20]([O:22][C:23]([CH3:26])([CH3:25])[CH3:24])=[O:21])[CH2:16][CH:15]=1)=[O:51], predict the reactants needed to synthesize it. The reactants are: C(NC(C)C)(C)C.C([Li])CCC.[O:13]=[C:14]1[CH2:19][CH2:18][N:17]([C:20]([O:22][C:23]([CH3:26])([CH3:25])[CH3:24])=[O:21])[CH2:16][CH2:15]1.[F:27][C:28]([F:47])([F:46])S(N(C1C=CC=CN=1)S([C:28]([F:47])([F:46])[F:27])(=O)=O)(=O)=O.C1C[O:51][CH2:50]C1. (4) Given the product [CH3:26][C:5]1[CH:4]=[C:3]([CH:8]=[CH:7][C:6]=1[S:9]([N:12]1[CH2:17][CH2:16][NH:15][CH2:14][C@@H:13]1[CH3:25])(=[O:10])=[O:11])[C:1]#[N:2], predict the reactants needed to synthesize it. The reactants are: [C:1]([C:3]1[CH:8]=[CH:7][C:6]([S:9]([N:12]2[CH2:17][CH2:16][N:15](C(OC(C)(C)C)=O)[CH2:14][C@@H:13]2[CH3:25])(=[O:11])=[O:10])=[C:5]([CH3:26])[CH:4]=1)#[N:2].C(O)(C(F)(F)F)=O. (5) Given the product [Cl:1][C:2]1[CH:3]=[C:4]([CH3:12])[C:5]2[N:6]([N:8]=[C:9]([NH:11][C:14]3[CH:19]=[CH:18][C:17]([N:20]4[CH:24]=[C:23]([CH3:25])[N:22]=[CH:21]4)=[C:16]([O:26][CH3:27])[CH:15]=3)[N:10]=2)[CH:7]=1, predict the reactants needed to synthesize it. The reactants are: [Cl:1][C:2]1[CH:3]=[C:4]([CH3:12])[C:5]2[N:6]([N:8]=[C:9]([NH2:11])[N:10]=2)[CH:7]=1.Br[C:14]1[CH:19]=[CH:18][C:17]([N:20]2[CH:24]=[C:23]([CH3:25])[N:22]=[CH:21]2)=[C:16]([O:26][CH3:27])[CH:15]=1.C(Cl)Cl. (6) The reactants are: [CH:1]([N:4]1[C:8]([C:9]2[CH2:14][O:13][CH2:12][CH2:11][C:10]=2[C:15]([O:17][CH2:18][CH3:19])=[O:16])=[CH:7][CH:6]=[N:5]1)([CH3:3])[CH3:2]. Given the product [CH:1]([N:4]1[C:8]([C@@H:9]2[C@H:10]([C:15]([O:17][CH2:18][CH3:19])=[O:16])[CH2:11][CH2:12][O:13][CH2:14]2)=[CH:7][CH:6]=[N:5]1)([CH3:3])[CH3:2], predict the reactants needed to synthesize it.